Dataset: Full USPTO retrosynthesis dataset with 1.9M reactions from patents (1976-2016). Task: Predict the reactants needed to synthesize the given product. (1) Given the product [N:7]1([CH2:13][C:14]2[CH:15]=[C:16]([CH:19]=[CH:20][CH:21]=2)[CH:17]=[O:18])[CH2:11][CH2:10][CH2:9][CH2:8]1, predict the reactants needed to synthesize it. The reactants are: C([O-])([O-])=O.[K+].[K+].[NH:7]1[CH2:11][CH2:10][CH2:9][CH2:8]1.Br[CH2:13][C:14]1[CH:15]=[C:16]([CH:19]=[CH:20][CH:21]=1)[CH:17]=[O:18]. (2) Given the product [NH:10]1[C:11]2[CH:17]=[CH:16][CH:15]=[CH:14][C:12]=2[N:13]=[C:9]1[N:8]([C:18]1[C:23]([CH3:24])=[CH:22][CH:21]=[CH:20][C:19]=1[CH3:25])[C:6]1[CH:5]=[CH:4][N:3]=[C:2]([NH:46][C:30]2[CH:29]=[C:28]([O:27][CH3:26])[C:33]([O:34][CH2:35][CH2:36][N:37]3[CH2:38][CH2:39][N:40]([CH3:43])[CH2:41][CH2:42]3)=[C:32]([O:44][CH3:45])[CH:31]=2)[N:7]=1, predict the reactants needed to synthesize it. The reactants are: Cl[C:2]1[N:7]=[C:6]([N:8]([C:18]2[C:23]([CH3:24])=[CH:22][CH:21]=[CH:20][C:19]=2[CH3:25])[C:9]2[NH:13][C:12]3[CH:14]=[CH:15][CH:16]=[CH:17][C:11]=3[N:10]=2)[CH:5]=[CH:4][N:3]=1.[CH3:26][O:27][C:28]1[CH:29]=[C:30]([NH2:46])[CH:31]=[C:32]([O:44][CH3:45])[C:33]=1[O:34][CH2:35][CH2:36][N:37]1[CH2:42][CH2:41][N:40]([CH3:43])[CH2:39][CH2:38]1.[OH-].[Na+]. (3) Given the product [Br:1][C:2]1[CH:3]=[N:4][N:5]([CH3:16])[C:6]=1[C:7]1[CH:8]=[C:9]([C:13]([NH:26][C@H:27]([CH2:28][N:29]2[C:37](=[O:38])[C:36]3[C:31](=[CH:32][CH:33]=[CH:34][CH:35]=3)[C:30]2=[O:39])[CH2:40][CH:41]2[CH2:46][CH2:45][CH2:44][CH2:43][CH2:42]2)=[O:15])[S:10][C:11]=1[CH3:12], predict the reactants needed to synthesize it. The reactants are: [Br:1][C:2]1[CH:3]=[N:4][N:5]([CH3:16])[C:6]=1[C:7]1[CH:8]=[C:9]([C:13]([OH:15])=O)[S:10][C:11]=1[CH3:12].C(N(CC)C(C)C)(C)C.[NH2:26][C@@H:27]([CH2:40][CH:41]1[CH2:46][CH2:45][CH2:44][CH2:43][CH2:42]1)[CH2:28][N:29]1[C:37](=[O:38])[C:36]2[C:31](=[CH:32][CH:33]=[CH:34][CH:35]=2)[C:30]1=[O:39].CC(OC(N[C@H](C(O)=O)CC1C=CC=CC=1C(F)(F)F)=O)(C)C.F[P-](F)(F)(F)(F)F.Br[P+](N1CCCC1)(N1CCCC1)N1CCCC1. (4) The reactants are: [N:1]1[CH:6]=[CH:5][CH:4]=[CH:3][C:2]=1[C:7]#[N:8].O.[NH2:10][NH2:11]. Given the product [N:1]1[CH:6]=[CH:5][CH:4]=[CH:3][C:2]=1[C:7](=[N:10][NH2:11])[NH2:8], predict the reactants needed to synthesize it. (5) The reactants are: [C:1]([O:5][C:6](=[O:29])[C:7]1[CH:12]=[CH:11][C:10]([N:13]2[C:17]([C:18]3[CH:23]=[CH:22][CH:21]=[CH:20][CH:19]=3)=[CH:16][CH:15]=[C:14]2[CH2:24][CH2:25][C:26](=O)[NH2:27])=[CH:9][CH:8]=1)([CH3:4])([CH3:3])[CH3:2].FC(F)(F)C(OC(=O)C(F)(F)F)=O. Given the product [C:1]([O:5][C:6](=[O:29])[C:7]1[CH:12]=[CH:11][C:10]([N:13]2[C:17]([C:18]3[CH:19]=[CH:20][CH:21]=[CH:22][CH:23]=3)=[CH:16][CH:15]=[C:14]2[CH2:24][CH2:25][C:26]#[N:27])=[CH:9][CH:8]=1)([CH3:4])([CH3:2])[CH3:3], predict the reactants needed to synthesize it.